This data is from Catalyst prediction with 721,799 reactions and 888 catalyst types from USPTO. The task is: Predict which catalyst facilitates the given reaction. (1) Reactant: [CH:1]1([C:4](Cl)=[O:5])[CH2:3][CH2:2]1.Cl.[NH2:8][CH2:9][C:10]1[CH:15]=[CH:14][C:13]([C:16]([N:18]2[CH2:27][CH2:26][C:25]3[N:24]=[C:23]([CH3:28])[O:22][C:21]=3[C:20]3[CH:29]=[CH:30][CH:31]=[CH:32][C:19]2=3)=[O:17])=[CH:12][C:11]=1[CH3:33].C(N(CC)CC)C. Product: [CH3:33][C:11]1[CH:12]=[C:13]([C:16]([N:18]2[CH2:27][CH2:26][C:25]3[N:24]=[C:23]([CH3:28])[O:22][C:21]=3[C:20]3[CH:29]=[CH:30][CH:31]=[CH:32][C:19]2=3)=[O:17])[CH:14]=[CH:15][C:10]=1[CH2:9][NH:8][C:4]([CH:1]1[CH2:3][CH2:2]1)=[O:5]. The catalyst class is: 4. (2) Reactant: [F:1][C:2]1[CH:7]=[CH:6][CH:5]=[C:4]([F:8])[C:3]=1[C:9]1[S:10][CH:11]=[C:12]([C:14]([O:16]CC)=[O:15])[N:13]=1.O.[OH-].[Li+].O.Cl. Product: [F:8][C:4]1[CH:5]=[CH:6][CH:7]=[C:2]([F:1])[C:3]=1[C:9]1[S:10][CH:11]=[C:12]([C:14]([OH:16])=[O:15])[N:13]=1. The catalyst class is: 49. (3) Reactant: [OH:1][C:2]1[CH:3]=[C:4]([CH:8]([CH3:14])[C:9]([O:11][CH2:12][CH3:13])=[O:10])[CH:5]=[CH:6][CH:7]=1.[N+:15]([O-])([OH:17])=[O:16].O. Product: [OH:1][C:2]1[CH:3]=[C:4]([CH:8]([CH3:14])[C:9]([O:11][CH2:12][CH3:13])=[O:10])[CH:5]=[CH:6][C:7]=1[N+:15]([O-:17])=[O:16]. The catalyst class is: 15. (4) Reactant: [F:1][CH:2]([F:40])[C:3]1[N:7]([C:8]2[N:13]=[C:12]([N:14]3[CH2:19][CH2:18][O:17][CH2:16][CH2:15]3)[N:11]=[C:10]([N:20]3[CH2:25][CH2:24][N:23]([S:26]([CH2:29][CH2:30][N:31]([CH3:33])[CH3:32])(=[O:28])=[O:27])[CH2:22][CH2:21]3)[N:9]=2)[C:6]2[CH:34]=[CH:35][CH:36]=[C:37]([O:38][CH3:39])[C:5]=2[N:4]=1.[ClH:41]. The catalyst class is: 5. Product: [ClH:41].[F:40][CH:2]([F:1])[C:3]1[N:7]([C:8]2[N:13]=[C:12]([N:14]3[CH2:15][CH2:16][O:17][CH2:18][CH2:19]3)[N:11]=[C:10]([N:20]3[CH2:21][CH2:22][N:23]([S:26]([CH2:29][CH2:30][N:31]([CH3:33])[CH3:32])(=[O:28])=[O:27])[CH2:24][CH2:25]3)[N:9]=2)[C:6]2[CH:34]=[CH:35][CH:36]=[C:37]([O:38][CH3:39])[C:5]=2[N:4]=1. (5) Reactant: C(=O)([O-])[O-].[Cs+].[Cs+].[OH:7][C:8]1[C:17]2[C:12](=[CH:13][CH:14]=[CH:15][CH:16]=2)[CH:11]=[CH:10][C:9]=1[C:18]([O:20][CH3:21])=[O:19].CN(C=O)C.Br[CH2:28][CH:29]1[O:34][C:33]2[CH:35]=[CH:36][CH:37]=[CH:38][C:32]=2[O:31][CH2:30]1. Product: [CH3:21][O:20][C:18]([C:9]1[CH:10]=[CH:11][C:12]2[C:17](=[CH:16][CH:15]=[CH:14][CH:13]=2)[C:8]=1[O:7][CH2:28][CH:29]1[O:34][C:33]2[CH:35]=[CH:36][CH:37]=[CH:38][C:32]=2[O:31][CH2:30]1)=[O:19]. The catalyst class is: 13. (6) Reactant: [CH3:1][O:2][C:3]1[C:12]2[C:7](=[CH:8][CH:9]=[CH:10][CH:11]=2)[C:6]([O:13][CH3:14])=[C:5]([CH3:15])[C:4]=1/[CH:16]=[C:17](\[CH2:23][CH2:24][CH2:25][CH3:26])/[C:18]([O:20]CC)=[O:19].COC1C2C(=CC=CC=2)C(OC)=CC=1/C=C(\C)/C(O)=O. Product: [CH3:1][O:2][C:3]1[C:12]2[C:7](=[CH:8][CH:9]=[CH:10][CH:11]=2)[C:6]([O:13][CH3:14])=[C:5]([CH3:15])[C:4]=1/[CH:16]=[C:17](\[CH2:23][CH2:24][CH2:25][CH3:26])/[C:18]([OH:20])=[O:19]. The catalyst class is: 25. (7) Reactant: [CH2:1](C1C=C(C(=O)C)C=CC=1C1C=C(F)C=CC=1OC)C=C.C(C1C=C(C(OC)=O)C(O)=CC=1)(=O)C.CON=C(C1C=CC(C2C=C(F)C=CC=2OC)=C(CCC)C=1OC)C.[CH3:61][O:62][C:63]([C:65]1[C:66]([C:74]2[CH:79]=[C:78]([F:80])[CH:77]=[CH:76][C:75]=2[O:81][CH3:82])=[CH:67][CH:68]=[C:69]([C:71](=[O:73])[CH3:72])[CH:70]=1)=[O:64].[CH3:83][O:84][C:85]([C:87]1[C:88]([C:98]2[CH:103]=[C:102]([F:104])[CH:101]=[CH:100][C:99]=2[O:105][CH3:106])=[CH:89][CH:90]=[C:91]([C:93](=[N:95][O:96][CH3:97])[CH3:94])[CH:92]=1)=[O:86].B. Product: [CH3:61][O:62][C:63]([C:65]1[C:66]([C:74]2[CH:79]=[C:78]([F:80])[CH:77]=[CH:76][C:75]=2[O:81][CH3:82])=[CH:67][CH:68]=[C:69]([C:71](=[O:73])[CH3:72])[CH:70]=1)=[O:64].[CH3:83][O:84][C:85]([C:87]1[C:88]([C:98]2[CH:103]=[C:102]([F:104])[CH:101]=[CH:100][C:99]=2[O:105][CH3:106])=[CH:89][CH:90]=[C:91]([C:93](=[N:95][O:96][CH3:97])[CH3:94])[CH:92]=1)=[O:86].[CH2:83]([O:84][C:85]([C:87]1[C:88]([C:98]2[CH:103]=[C:102]([F:104])[CH:101]=[CH:100][C:99]=2[O:105][CH3:106])=[CH:89][CH:90]=[C:91]([CH:93]([NH2:95])[CH3:94])[CH:92]=1)=[O:86])[CH3:1]. The catalyst class is: 7.